Dataset: Forward reaction prediction with 1.9M reactions from USPTO patents (1976-2016). Task: Predict the product of the given reaction. (1) Given the reactants C(O[C:6](=O)[N:7](C)[C@@H:8]([C:20](=[O:35])[N:21]([CH3:34])[C@@H:22]([C:30](=[O:33])[NH:31][CH3:32])[CH2:23][C:24]1[CH:29]=[CH:28][CH:27]=[CH:26][CH:25]=1)[CH2:9][C:10]1[CH:19]=[CH:18][C:17]2[C:12](=[CH:13][CH:14]=[CH:15][CH:16]=2)[CH:11]=1)(C)(C)C, predict the reaction product. The product is: [CH3:34][N:21]([C@@H:22]([C:30](=[O:33])[NH:31][CH3:32])[CH2:23][C:24]1[CH:25]=[CH:26][CH:27]=[CH:28][CH:29]=1)[C:20](=[O:35])[C@H:8]([NH:7][CH3:6])[CH2:9][C:10]1[CH:19]=[CH:18][C:17]2[C:12](=[CH:13][CH:14]=[CH:15][CH:16]=2)[CH:11]=1. (2) Given the reactants [Br:1][C:2]1[CH:3]=[C:4]([NH2:8])[CH:5]=[N:6][CH:7]=1.[C:9]1([S:15](Cl)(=[O:17])=[O:16])[CH:14]=[CH:13][CH:12]=[CH:11][CH:10]=1, predict the reaction product. The product is: [Br:1][C:2]1[CH:3]=[C:4]([NH:8][S:15]([C:9]2[CH:14]=[CH:13][CH:12]=[CH:11][CH:10]=2)(=[O:17])=[O:16])[CH:5]=[N:6][CH:7]=1. (3) Given the reactants C(OC([N:8]1[CH:12]=[C:11](B(O)O)[CH:10]=[N:9]1)=O)(C)(C)C.P([O-])([O-])([O-])=O.[K+].[K+].[K+].Br[C:25]1[N:29]2[CH:30]=[C:31]([CH3:45])[CH:32]=[C:33]([O:34][CH2:35][C:36]3[C:41]([F:42])=[CH:40][CH:39]=[C:38]([F:43])[C:37]=3[F:44])[C:28]2=[N:27][C:26]=1[CH3:46], predict the reaction product. The product is: [CH3:46][C:26]1[N:27]=[C:28]2[C:33]([O:34][CH2:35][C:36]3[C:41]([F:42])=[CH:40][CH:39]=[C:38]([F:43])[C:37]=3[F:44])=[CH:32][C:31]([CH3:45])=[CH:30][N:29]2[C:25]=1[C:11]1[CH:12]=[N:8][NH:9][CH:10]=1. (4) Given the reactants [CH3:1][C@:2]12[C@@:19]3([CH3:20])[CH:10]([C@:11]4([CH3:24])[C@@H:16]([CH2:17][CH2:18]3)[C:15]([CH3:22])([CH3:21])[C:14](=[O:23])[CH2:13][CH2:12]4)[CH2:9][CH2:8][C@@H:7]1[C@H:6]1[C@H:25]([C:28]([CH3:30])=[CH2:29])[CH2:26][CH2:27][C@:5]1([C:31]([O:33][CH2:34][C:35]1[CH:40]=[CH:39][CH:38]=[CH:37][CH:36]=1)=[O:32])[CH2:4][CH2:3]2.[F:41][C:42]([F:61])([F:60])[S:43](N(C1C=CC=CC=1)[S:43]([C:42]([F:61])([F:60])[F:41])(=[O:45])=[O:44])(=[O:45])=[O:44].C[Si]([N-][Si](C)(C)C)(C)C.[K+], predict the reaction product. The product is: [CH3:1][C@:2]12[C@@:19]3([CH3:20])[C@@H:10]([C@:11]4([CH3:24])[C@@H:16]([CH2:17][CH2:18]3)[C:15]([CH3:21])([CH3:22])[C:14]([O:23][S:43]([C:42]([F:61])([F:60])[F:41])(=[O:45])=[O:44])=[CH:13][CH2:12]4)[CH2:9][CH2:8][C@@H:7]1[C@H:6]1[C@H:25]([C:28]([CH3:30])=[CH2:29])[CH2:26][CH2:27][C@:5]1([C:31]([O:33][CH2:34][C:35]1[CH:36]=[CH:37][CH:38]=[CH:39][CH:40]=1)=[O:32])[CH2:4][CH2:3]2. (5) Given the reactants [CH2:1]([OH:11])[CH2:2][CH2:3][CH2:4][CH2:5][CH2:6][CH2:7][CH2:8][CH:9]=[CH2:10].[Si:12](Cl)([C:15]([CH3:18])([CH3:17])[CH3:16])([CH3:14])[CH3:13].C(N(CC)CC)C.O, predict the reaction product. The product is: [C:15]([Si:12]([O:11][CH2:1][CH2:2][CH2:3][CH2:4][CH2:5][CH2:6][CH2:7][CH2:8][CH:9]=[CH2:10])([CH3:14])[CH3:13])([CH3:18])([CH3:17])[CH3:16]. (6) Given the reactants S(O)(=O)(=O)C.[N+:6]([C:9]1[CH:17]=[C:16]2[C:12]([CH2:13][CH2:14][CH:15]2[NH:18][CH2:19][C:20]#[CH:21])=[CH:11][CH:10]=1)([O-])=O.CCN(CC)CC, predict the reaction product. The product is: [CH2:19]([NH:18][CH:15]1[C:16]2[C:12](=[CH:11][CH:10]=[C:9]([NH2:6])[CH:17]=2)[CH2:13][CH2:14]1)[C:20]#[CH:21].